Dataset: Full USPTO retrosynthesis dataset with 1.9M reactions from patents (1976-2016). Task: Predict the reactants needed to synthesize the given product. Given the product [CH3:12][O:14][CH:15]([O:7][CH3:6])[CH3:16].[C:6](=[O:8])=[O:7], predict the reactants needed to synthesize it. The reactants are: ClCCl.FC(F)(F)[C:6]([OH:8])=[O:7].Cl[C:12]([O:14][CH:15](Cl)[CH3:16])=O.C(Cl)(Cl)Cl.